From a dataset of Forward reaction prediction with 1.9M reactions from USPTO patents (1976-2016). Predict the product of the given reaction. (1) Given the reactants [Br:1][C:2]1[CH:7]=[N:6][C:5]([O:8]C)=[C:4]2[N:10]([S:13]([C:16]3[CH:22]=[CH:21][C:19]([CH3:20])=[CH:18][CH:17]=3)(=[O:15])=[O:14])[CH:11]=[CH:12][C:3]=12.Cl, predict the reaction product. The product is: [Br:1][C:2]1[C:3]2[CH:12]=[CH:11][N:10]([S:13]([C:16]3[CH:22]=[CH:21][C:19]([CH3:20])=[CH:18][CH:17]=3)(=[O:15])=[O:14])[C:4]=2[C:5](=[O:8])[NH:6][CH:7]=1. (2) Given the reactants [CH3:1][N:2]([CH2:4][CH2:5][N:6]1[C:20](=[O:21])[C:15]2=[CH:16][C:17]([NH2:19])=[CH:18][C:13]3[C:14]2=[C:9]([CH:10]=[CH:11][CH:12]=3)[C:7]1=[O:8])[CH3:3].[Cl:22][C:23]([Cl:30])([Cl:29])[C:24]([N:26]=[C:27]=[O:28])=[O:25], predict the reaction product. The product is: [Cl:22][C:23]([Cl:30])([Cl:29])[C:24]([NH:26][C:27]([NH:19][C:17]1[CH:18]=[C:13]2[CH:12]=[CH:11][CH:10]=[C:9]3[C:14]2=[C:15]([CH:16]=1)[C:20](=[O:21])[N:6]([CH2:5][CH2:4][N:2]([CH3:1])[CH3:3])[C:7]3=[O:8])=[O:28])=[O:25]. (3) Given the reactants Cl[Ru:2](Cl)[C:3]1[CH2:10][CH2:9][CH2:8][CH2:7]C=CC=1.[CH3:12][Si:13]([C:16]1([Na])[CH:20]=[CH:19][CH:18]=[CH:17]1)([CH3:15])[CH3:14], predict the reaction product. The product is: [CH3:12][Si:13]([C:16]1([Ru:2][C:3]2([Si:13]([CH3:15])([CH3:14])[CH3:12])[CH:10]=[CH:9][CH:8]=[CH:7]2)[CH:20]=[CH:19][CH:18]=[CH:17]1)([CH3:15])[CH3:14]. (4) Given the reactants [NH2:1][C:2]1[C:10]([CH3:11])=[CH:9][C:8]([N:12]2[CH:16]=[N:15][CH:14]=[N:13]2)=[CH:7][C:3]=1[C:4]([OH:6])=[O:5].[C:17](Cl)(Cl)=[O:18], predict the reaction product. The product is: [CH3:11][C:10]1[C:2]2[NH:1][C:17](=[O:18])[O:5][C:4](=[O:6])[C:3]=2[CH:7]=[C:8]([N:12]2[CH:16]=[N:15][CH:14]=[N:13]2)[CH:9]=1. (5) Given the reactants [O:1]1[CH:5]=[CH:4][CH:3]=[C:2]1[CH2:6][OH:7].C(N(CC)CC)C.[CH3:15][S:16](Cl)(=[O:18])=[O:17], predict the reaction product. The product is: [CH3:15][S:16]([O:7][CH2:6][C:2]1[O:1][CH:5]=[CH:4][CH:3]=1)(=[O:18])=[O:17]. (6) The product is: [Cl:1][C:2]1[C:3]([CH2:13][N:14]([CH:47]2[CH2:48][CH2:49]2)[C:15](=[O:46])[CH:16]([CH2:26][C:27]2[CH:28]=[CH:29][C:30]([O:33][CH2:34][CH2:35][O:36][C:37]3[C:42]([Cl:43])=[CH:41][C:40]([CH3:44])=[CH:39][C:38]=3[Cl:45])=[CH:31][CH:32]=2)[CH2:17][NH:18][C:19](=[O:25])[O:20][C:21]([CH3:22])([CH3:23])[CH3:24])=[CH:4][C:5]([CH2:8][CH2:9][CH2:10][O:11][CH3:12])=[N+:6]([O-:55])[CH:7]=1. Given the reactants [Cl:1][C:2]1[C:3]([CH2:13][N:14]([CH:47]2[CH2:49][CH2:48]2)[C:15](=[O:46])[CH:16]([CH2:26][C:27]2[CH:32]=[CH:31][C:30]([O:33][CH2:34][CH2:35][O:36][C:37]3[C:42]([Cl:43])=[CH:41][C:40]([CH3:44])=[CH:39][C:38]=3[Cl:45])=[CH:29][CH:28]=2)[CH2:17][NH:18][C:19](=[O:25])[O:20][C:21]([CH3:24])([CH3:23])[CH3:22])=[CH:4][C:5]([CH2:8][CH2:9][CH2:10][O:11][CH3:12])=[N:6][CH:7]=1.ClC1C=C(C=CC=1)C(OO)=[O:55], predict the reaction product. (7) Given the reactants C([Li])CCC.[C:6](#[N:8])[CH3:7].CN(/[CH:12]=[N:13]/[C:14]1[C:15]([C:26]([O:28]C)=O)=[CH:16][C:17]2[C:22]([CH:23]=1)=[CH:21][CH:20]=[C:19]([O:24][CH3:25])[CH:18]=2)C.C(O)(=O)C, predict the reaction product. The product is: [CH3:25][O:24][C:19]1[CH:20]=[CH:21][C:22]2[CH:23]=[C:14]3[C:15]([C:26](=[O:28])[C:7]([C:6]#[N:8])=[CH:12][NH:13]3)=[CH:16][C:17]=2[CH:18]=1.